Task: Predict the reaction yield, written as a fraction of the theoretical maximum amount of product (1.0 means a 100% yield; for example, 0.34 means a 34% yield).. Dataset: Reaction yield outcomes from USPTO patents with 853,638 reactions (1) The reactants are [Cl:1][C:2]1[CH:7]=[CH:6][C:5]([C:8](=[O:20])[CH2:9][S:10]([C:13]2[CH:14]=[CH:15][C:16](=[O:19])[NH:17][N:18]=2)(=[O:12])=[O:11])=[CH:4][CH:3]=1.[BH4-].[Na+]. The catalyst is CO. The product is [Cl:1][C:2]1[CH:7]=[CH:6][C:5]([CH:8]([OH:20])[CH2:9][S:10]([C:13]2[CH:14]=[CH:15][C:16](=[O:19])[NH:17][N:18]=2)(=[O:12])=[O:11])=[CH:4][CH:3]=1. The yield is 0.690. (2) The reactants are [C:1]([O:5][C:6](=[O:21])[NH:7][C:8]1[CH:13]=[C:12]([O:14][CH3:15])[C:11]([CH2:16]Br)=[C:10]([O:18][CH3:19])[C:9]=1[Br:20])([CH3:4])([CH3:3])[CH3:2].[NH:22]1[CH2:27][CH2:26][O:25][CH2:24][CH2:23]1. The catalyst is C1COCC1.O. The product is [C:1]([O:5][C:6](=[O:21])[NH:7][C:8]1[CH:13]=[C:12]([O:14][CH3:15])[C:11]([CH2:16][N:22]2[CH2:27][CH2:26][O:25][CH2:24][CH2:23]2)=[C:10]([O:18][CH3:19])[C:9]=1[Br:20])([CH3:4])([CH3:3])[CH3:2]. The yield is 0.880. (3) The reactants are [O:1]=[C:2]1[C:11]2[C:6](=[N:7][C:8]([C:12]3[CH:17]=[CH:16][CH:15]=[C:14]([C:18]([F:21])([F:20])[F:19])[CH:13]=3)=[CH:9][CH:10]=2)[N:5](C(OC(C)(C)C)=O)[CH2:4][CH2:3]1. The catalyst is Cl.CO. The product is [F:21][C:18]([F:19])([F:20])[C:14]1[CH:13]=[C:12]([C:8]2[N:7]=[C:6]3[C:11]([C:2](=[O:1])[CH2:3][CH2:4][NH:5]3)=[CH:10][CH:9]=2)[CH:17]=[CH:16][CH:15]=1. The yield is 1.14. (4) The reactants are Br[C:2]1[CH:3]=[CH:4][N:5]=[C:6]2[C:11]=1[N:10]=[C:9]([O:12][CH3:13])[CH:8]=[CH:7]2.[Li]CCCC.[C:19]([O:23][C:24]([N:26]1[CH2:31][CH2:30][C:29](=[O:32])[CH2:28][CH2:27]1)=[O:25])([CH3:22])([CH3:21])[CH3:20]. The catalyst is C1COCC1. The product is [C:19]([O:23][C:24]([N:26]1[CH2:31][CH2:30][C:29]([OH:32])([C:2]2[C:11]3[C:6](=[CH:7][CH:8]=[C:9]([O:12][CH3:13])[N:10]=3)[N:5]=[CH:4][CH:3]=2)[CH2:28][CH2:27]1)=[O:25])([CH3:22])([CH3:20])[CH3:21]. The yield is 0.665. (5) The reactants are Cl[C:2]1[CH:7]=[CH:6][CH:5]=[CH:4][N:3]=1.[N+:8]([C:11]1[CH:16]=[CH:15][C:14](B(O)O)=[CH:13][CH:12]=1)([O-])=O.C([O-])([O-])=O.[Cs+].[Cs+].C1(P(C2C=CC=CC=2)C2C=CC=CC=2)C=CC=CC=1.[H][H].C(N(CC)CC)C.[CH3:54][C:55]([O:58][C:59](O[C:59]([O:58][C:55]([CH3:57])([CH3:56])[CH3:54])=[O:60])=[O:60])([CH3:57])[CH3:56]. The catalyst is Cl.CO.CC([O-])=O.CC([O-])=O.[Pd+2].O=[Pt]=O.CN(C=O)C. The product is [NH2:8][C:11]1[CH:16]=[CH:15][C:14]([CH:2]2[CH2:7][CH2:6][CH2:5][CH2:4][N:3]2[C:59]([O:58][C:55]([CH3:57])([CH3:56])[CH3:54])=[O:60])=[CH:13][CH:12]=1. The yield is 0.0800. (6) The reactants are Cl[C:2]1[N:3]=[N:4][C:5]([C:8]([F:11])([F:10])[F:9])=[CH:6][CH:7]=1.[OH-].[NH4+:13]. The catalyst is C1COCC1. The product is [F:9][C:8]([F:11])([F:10])[C:5]1[N:4]=[N:3][C:2]([NH2:13])=[CH:7][CH:6]=1. The yield is 0.930.